From a dataset of Forward reaction prediction with 1.9M reactions from USPTO patents (1976-2016). Predict the product of the given reaction. (1) Given the reactants [OH:1][C:2]1[CH:9]=[CH:8][C:5]([CH2:6][NH2:7])=[CH:4][C:3]=1[O:10][CH3:11].[C:12]([O:16][C:17](OC([O-])=O)=[O:18])([CH3:15])([CH3:14])[CH3:13].C(N(C(C)C)CC)(C)C, predict the reaction product. The product is: [C:12]([O:16][C:17](=[O:18])[NH:7][CH2:6][C:5]1[CH:8]=[CH:9][C:2]([OH:1])=[C:3]([O:10][CH3:11])[CH:4]=1)([CH3:15])([CH3:14])[CH3:13]. (2) Given the reactants [C:1]1([C:7]2([CH2:20][O:21][CH2:22][C:23]3[CH:28]=[C:27]([N:29]4[C:33]([C:34]([F:37])([F:36])[F:35])=[N:32][N:31]=[N:30]4)[CH:26]=[C:25]([C:38]([F:41])([F:40])[F:39])[CH:24]=3)[CH2:12][CH2:11][N:10](C(OC(C)(C)C)=O)[CH2:9][CH2:8]2)[CH:6]=[CH:5][CH:4]=[CH:3][CH:2]=1, predict the reaction product. The product is: [C:1]1([C:7]2([CH2:20][O:21][CH2:22][C:23]3[CH:28]=[C:27]([N:29]4[C:33]([C:34]([F:37])([F:36])[F:35])=[N:32][N:31]=[N:30]4)[CH:26]=[C:25]([C:38]([F:39])([F:41])[F:40])[CH:24]=3)[CH2:8][CH2:9][NH:10][CH2:11][CH2:12]2)[CH:6]=[CH:5][CH:4]=[CH:3][CH:2]=1. (3) Given the reactants [CH3:1][N:2]([CH3:6])[CH2:3][CH2:4][OH:5].[H-].[Na+].[CH2:18]1O[CH2:22][CH2:21][O:20][CH2:19][CH2:18]OCCO[CH2:22][CH2:21][O:20][CH2:19]1.CC1[CH:30]=[C:29]([NH:31][C:32]2[C:41]3[C:36](=[CH:37][CH:38]=[CH:39][C:40]=3F)[N:35]=[CH:34][N:33]=2)[CH:28]=[CH:27][C:26]=1O, predict the reaction product. The product is: [CH3:1][N:2]([CH3:6])[CH2:3][CH2:4][O:5][C:40]1[CH:39]=[CH:38][CH:37]=[C:36]2[C:41]=1[C:32]([NH:31][C:29]1[CH:30]=[CH:22][C:21]([O:20][CH2:19][C:18]3[CH:26]=[CH:27][CH:28]=[CH:29][N:31]=3)=[C:27]([CH3:26])[CH:28]=1)=[N:33][CH:34]=[N:35]2. (4) Given the reactants I[C:2]1[C:10]2[C:5](=[CH:6][C:7]([C:11]([NH2:13])=[O:12])=[CH:8][CH:9]=2)[NH:4][N:3]=1.[C:14]([O:18][C:19]([N:21]1[C:29]2[C:24](=[CH:25][C:26]([CH2:30][O:31][Si:32]([C:35]([CH3:38])([CH3:37])[CH3:36])([CH3:34])[CH3:33])=[CH:27][CH:28]=2)[CH:23]=[C:22]1B(O)O)=[O:20])([CH3:17])([CH3:16])[CH3:15].[Cl-].[Li+].C(=O)([O-])[O-].[Na+].[Na+], predict the reaction product. The product is: [NH2:13][C:11]([C:7]1[CH:6]=[C:5]2[C:10]([C:2]([C:22]3[N:21]([C:19]([O:18][C:14]([CH3:17])([CH3:16])[CH3:15])=[O:20])[C:29]4[C:24]([CH:23]=3)=[CH:25][C:26]([CH2:30][O:31][Si:32]([C:35]([CH3:36])([CH3:37])[CH3:38])([CH3:34])[CH3:33])=[CH:27][CH:28]=4)=[N:3][NH:4]2)=[CH:9][CH:8]=1)=[O:12]. (5) Given the reactants [O:1]=[C:2]1[C:7]([CH2:8][C:9]2[CH:14]=[CH:13][C:12]([C:15]3[C:16]([C:21]#[N:22])=[CH:17][CH:18]=[CH:19][CH:20]=3)=[CH:11][CH:10]=2)=[C:6]([CH2:23][CH2:24][CH3:25])[N:5]2[N:26]=[CH:27][N:28]=[C:4]2[NH:3]1.[F:29][C:30]1[CH:31]=[C:32](B(O)O)[CH:33]=[CH:34][C:35]=1[O:36][CH3:37].C(N(CC)CC)C.N1C=CC=CC=1, predict the reaction product. The product is: [F:29][C:30]1[CH:31]=[C:32]([N:3]2[C:2](=[O:1])[C:7]([CH2:8][C:9]3[CH:10]=[CH:11][C:12]([C:15]4[C:16]([C:21]#[N:22])=[CH:17][CH:18]=[CH:19][CH:20]=4)=[CH:13][CH:14]=3)=[C:6]([CH2:23][CH2:24][CH3:25])[N:5]3[N:26]=[CH:27][N:28]=[C:4]23)[CH:33]=[CH:34][C:35]=1[O:36][CH3:37]. (6) Given the reactants Cl[C:2]1[C:7]([CH:8]([CH2:13][CH2:14][CH3:15])[C:9]([O:11][CH3:12])=[O:10])=[C:6]([CH3:16])[N:5]=[C:4]([C:17]2[CH:22]=[CH:21][CH:20]=[CH:19][CH:18]=2)[N:3]=1.C(N(CC)C(C)C)(C)C.[Cl:32][C:33]1[CH:38]=[CH:37][C:36](B(O)O)=[C:35]([O:42][CH3:43])[CH:34]=1.COCCOC.O, predict the reaction product. The product is: [Cl:32][C:33]1[CH:38]=[CH:37][C:36]([C:2]2[C:7]([CH:8]([CH2:13][CH2:14][CH3:15])[C:9]([O:11][CH3:12])=[O:10])=[C:6]([CH3:16])[N:5]=[C:4]([C:17]3[CH:22]=[CH:21][CH:20]=[CH:19][CH:18]=3)[N:3]=2)=[C:35]([O:42][CH3:43])[CH:34]=1.